From a dataset of Forward reaction prediction with 1.9M reactions from USPTO patents (1976-2016). Predict the product of the given reaction. (1) Given the reactants [Cl:1][C:2]1[N:3]=[N:4][CH:5]=[C:6](Cl)[CH:7]=1.[CH3:9][O-:10].[Na+], predict the reaction product. The product is: [Cl:1][C:2]1[N:3]=[N:4][CH:5]=[C:6]([O:10][CH3:9])[CH:7]=1. (2) Given the reactants [CH2:1]([N:3](CC)CC)C.CN.Cl[C:11]1[CH:27]=[CH:26][C:14]([C:15]([NH:17][C:18]2[CH:23]=[CH:22][C:21]([O:24][CH3:25])=[CH:20][CH:19]=2)=[O:16])=[CH:13][N:12]=1, predict the reaction product. The product is: [CH3:1][NH:3][C:11]1[CH:27]=[CH:26][C:14]([C:15]([NH:17][C:18]2[CH:23]=[CH:22][C:21]([O:24][CH3:25])=[CH:20][CH:19]=2)=[O:16])=[CH:13][N:12]=1. (3) Given the reactants [OH:1][CH2:2][CH2:3][CH2:4][N:5]1[C:9]2[CH:10]=[CH:11][C:12]([CH:14]=[O:15])=[CH:13][C:8]=2[S:7][C:6]1=[O:16].CCN(CC)CC.[CH3:24][S:25](Cl)(=[O:27])=[O:26].C(=O)(O)[O-].[Na+], predict the reaction product. The product is: [CH3:24][S:25]([O:1][CH2:2][CH2:3][CH2:4][N:5]1[C:9]2[CH:10]=[CH:11][C:12]([CH:14]=[O:15])=[CH:13][C:8]=2[S:7][C:6]1=[O:16])(=[O:27])=[O:26]. (4) The product is: [NH2:29][C:30]1[N:31]=[CH:32][C:33]([C:34]([N:3]2[CH2:4][CH2:5][O:6][CH2:7][C@@H:2]2[CH3:1])=[O:35])=[CH:37][CH:38]=1. Given the reactants [CH3:1][C@H:2]1[CH2:7][O:6][CH2:5][CH2:4][NH:3]1.CCN=C=NCCCN(C)C.C1C=CC2N(O)N=NC=2C=1.[NH2:29][C:30]1[CH:38]=[CH:37][C:33]([C:34](O)=[O:35])=[CH:32][N:31]=1, predict the reaction product. (5) Given the reactants [OH:1][CH2:2][CH:3]1[CH2:8][CH2:7][CH2:6][CH:5]([NH:9][C:10](=[O:16])[O:11][C:12]([CH3:15])([CH3:14])[CH3:13])[CH2:4]1.CCN(CC)CC.[CH3:24][S:25](Cl)(=[O:27])=[O:26], predict the reaction product. The product is: [CH3:24][S:25]([O:1][CH2:2][CH:3]1[CH2:8][CH2:7][CH2:6][CH:5]([NH:9][C:10]([O:11][C:12]([CH3:13])([CH3:15])[CH3:14])=[O:16])[CH2:4]1)(=[O:27])=[O:26]. (6) Given the reactants [C:1]([NH:8][CH2:9][CH2:10][C:11](O)=O)([O:3][C:4]([CH3:7])([CH3:6])[CH3:5])=[O:2].Cl.[CH3:15][NH2:16].CCN=C=NCCCN(C)C.CN(C=[O:32])C, predict the reaction product. The product is: [CH3:11][CH:10]([CH2:9][NH:8][C:1]([O:3][C:4]([CH3:5])([CH3:7])[CH3:6])=[O:2])[C:15]([NH2:16])=[O:32].